Dataset: Full USPTO retrosynthesis dataset with 1.9M reactions from patents (1976-2016). Task: Predict the reactants needed to synthesize the given product. (1) Given the product [CH3:12][C:10]1[CH:11]=[C:6]([CH:3]2[CH2:4][CH2:5][O:1][CH2:2]2)[CH:7]=[C:8]([CH3:14])[C:9]=1[OH:13], predict the reactants needed to synthesize it. The reactants are: [O:1]1[CH:5]=[CH:4][C:3]([C:6]2[CH:11]=[C:10]([CH3:12])[C:9]([OH:13])=[C:8]([CH3:14])[CH:7]=2)=[CH:2]1.CO. (2) Given the product [O:7]=[C:4]1[CH:5]=[CH:6][C:2](=[O:1])[N:3]1[CH2:8][CH2:9][CH2:10][CH2:11][CH2:12][C:13]([N:15]1[CH2:19][CH2:18][CH2:17][C@H:16]1[C:20]([N:22]1[CH2:26][CH2:25][CH2:24][C@H:23]1[C:27]([OH:29])=[O:28])=[O:21])=[O:14], predict the reactants needed to synthesize it. The reactants are: [O:1]=[C:2]1[CH:6]=[CH:5][C:4](=[O:7])[N:3]1[CH2:8][CH2:9][CH2:10][CH2:11][CH2:12][C:13]([N:15]1[CH2:19][CH2:18][CH2:17][C@H:16]1[C:20]([N:22]1[CH2:26][CH2:25][CH2:24][C@H:23]1[C:27]([O:29]C(C)(C)C)=[O:28])=[O:21])=[O:14].FC(F)(F)C(O)=O. (3) Given the product [F:1][C:2]1[C:10]([N+:29]([O-:31])=[O:30])=[CH:9][CH:8]=[C:7]2[C:3]=1[CH2:4][CH2:5][N:6]2[C:11](=[O:13])[CH3:12], predict the reactants needed to synthesize it. The reactants are: [F:1][C:2]1[CH:10]=[CH:9][CH:8]=[C:7]2[C:3]=1[CH2:4][CH2:5][N:6]2[C:11](=[O:13])[CH3:12].FC1C=CC=C2C=1C=CN2.OS(O)(=O)=O.[N+:29]([O-])([OH:31])=[O:30]. (4) Given the product [C:17]([O:21][C:22]([N:24]1[CH2:28][CH2:27][CH2:26][C@@H:25]1[CH2:29][S:14][C:11]1[CH:12]=[CH:13][C:8]([O:1][C:2]2[CH:7]=[CH:6][CH:5]=[CH:4][CH:3]=2)=[CH:9][CH:10]=1)=[O:23])([CH3:20])([CH3:18])[CH3:19], predict the reactants needed to synthesize it. The reactants are: [O:1]([C:8]1[CH:13]=[CH:12][C:11]([SH:14])=[CH:10][CH:9]=1)[C:2]1[CH:7]=[CH:6][CH:5]=[CH:4][CH:3]=1.[H-].[Na+].[C:17]([O:21][C:22]([N:24]1[CH2:28][CH2:27][CH2:26][C@@H:25]1[CH2:29]OS(C1C=CC(C)=CC=1)(=O)=O)=[O:23])([CH3:20])([CH3:19])[CH3:18]. (5) Given the product [CH:1]1([C:4]2[N:17]=[C:7]3[C:8]([O:15][CH3:16])=[CH:9][CH:10]=[C:11]([C:25]4[CH:26]=[C:27]([CH:30]=[CH:31][N:32]=4)[C:28]#[N:29])[N:6]3[N:5]=2)[CH2:3][CH2:2]1, predict the reactants needed to synthesize it. The reactants are: [CH:1]1([C:4]2[N:17]=[C:7]3[C:8]([O:15][CH3:16])=[CH:9][CH:10]=[C:11](B(O)O)[N:6]3[N:5]=2)[CH2:3][CH2:2]1.C([O-])([O-])=O.[K+].[K+].Br[C:25]1[CH:26]=[C:27]([CH:30]=[CH:31][N:32]=1)[C:28]#[N:29].